This data is from NCI-60 drug combinations with 297,098 pairs across 59 cell lines. The task is: Regression. Given two drug SMILES strings and cell line genomic features, predict the synergy score measuring deviation from expected non-interaction effect. (1) Cell line: SF-295. Drug 2: CN(C(=O)NC(C=O)C(C(C(CO)O)O)O)N=O. Synergy scores: CSS=1.69, Synergy_ZIP=-3.11, Synergy_Bliss=-6.54, Synergy_Loewe=-8.31, Synergy_HSA=-4.37. Drug 1: CCC1(CC2CC(C3=C(CCN(C2)C1)C4=CC=CC=C4N3)(C5=C(C=C6C(=C5)C78CCN9C7C(C=CC9)(C(C(C8N6C)(C(=O)OC)O)OC(=O)C)CC)OC)C(=O)OC)O.OS(=O)(=O)O. (2) Drug 1: C1CC(C1)(C(=O)O)C(=O)O.[NH2-].[NH2-].[Pt+2]. Drug 2: CCN(CC)CCCC(C)NC1=C2C=C(C=CC2=NC3=C1C=CC(=C3)Cl)OC. Cell line: T-47D. Synergy scores: CSS=24.1, Synergy_ZIP=-6.04, Synergy_Bliss=0.816, Synergy_Loewe=2.47, Synergy_HSA=4.72. (3) Drug 1: CC1=C(C(CCC1)(C)C)C=CC(=CC=CC(=CC(=O)O)C)C. Drug 2: CS(=O)(=O)CCNCC1=CC=C(O1)C2=CC3=C(C=C2)N=CN=C3NC4=CC(=C(C=C4)OCC5=CC(=CC=C5)F)Cl. Cell line: COLO 205. Synergy scores: CSS=-3.45, Synergy_ZIP=0.709, Synergy_Bliss=-2.80, Synergy_Loewe=-4.35, Synergy_HSA=-4.66. (4) Cell line: OVCAR-8. Drug 1: CC1C(C(CC(O1)OC2CC(CC3=C2C(=C4C(=C3O)C(=O)C5=C(C4=O)C(=CC=C5)OC)O)(C(=O)CO)O)N)O.Cl. Synergy scores: CSS=36.0, Synergy_ZIP=-0.0463, Synergy_Bliss=-3.02, Synergy_Loewe=-5.72, Synergy_HSA=-5.40. Drug 2: CN(C)N=NC1=C(NC=N1)C(=O)N. (5) Drug 1: CCC1=CC2CC(C3=C(CN(C2)C1)C4=CC=CC=C4N3)(C5=C(C=C6C(=C5)C78CCN9C7C(C=CC9)(C(C(C8N6C)(C(=O)OC)O)OC(=O)C)CC)OC)C(=O)OC.C(C(C(=O)O)O)(C(=O)O)O. Drug 2: CN(C(=O)NC(C=O)C(C(C(CO)O)O)O)N=O. Cell line: SF-539. Synergy scores: CSS=43.7, Synergy_ZIP=-1.23, Synergy_Bliss=-0.332, Synergy_Loewe=-36.6, Synergy_HSA=0.509.